This data is from Reaction yield outcomes from USPTO patents with 853,638 reactions. The task is: Predict the reaction yield, written as a fraction of the theoretical maximum amount of product (1.0 means a 100% yield; for example, 0.34 means a 34% yield). The reactants are [Cl:1][C:2]1[CH:15]=[CH:14][C:13]2[S:12][C:11]3[C:6](=[CH:7][CH:8]=[CH:9][CH:10]=3)[NH:5][C:4]=2[CH:3]=1.[H-].[Na+].Br[CH2:19][CH2:20][CH2:21][CH2:22][N:23]1[C:27](=[O:28])[C:26]2=[CH:29][CH:30]=[CH:31][CH:32]=[C:25]2[C:24]1=[O:33].[NH4+].[Cl-]. The catalyst is CN(C=O)C. The product is [Cl:1][C:2]1[CH:15]=[CH:14][C:13]2[S:12][C:11]3[C:6](=[CH:7][CH:8]=[CH:9][CH:10]=3)[N:5]([CH2:19][CH2:20][CH2:21][CH2:22][N:23]3[C:27](=[O:28])[C:26]4[C:25](=[CH:32][CH:31]=[CH:30][CH:29]=4)[C:24]3=[O:33])[C:4]=2[CH:3]=1. The yield is 0.730.